The task is: Regression/Classification. Given a drug SMILES string, predict its absorption, distribution, metabolism, or excretion properties. Task type varies by dataset: regression for continuous measurements (e.g., permeability, clearance, half-life) or binary classification for categorical outcomes (e.g., BBB penetration, CYP inhibition). For this dataset (solubility_aqsoldb), we predict Y.. This data is from Aqueous solubility values for 9,982 compounds from the AqSolDB database. The Y is -3.12 log mol/L. The compound is CCCCC(CC)C1OCCO1.